From a dataset of Reaction yield outcomes from USPTO patents with 853,638 reactions. Predict the reaction yield, written as a fraction of the theoretical maximum amount of product (1.0 means a 100% yield; for example, 0.34 means a 34% yield). (1) The reactants are [CH3:1][C:2]([O:5][C:6]([N:8]1[C@H:12]([C:13]([OH:15])=O)[CH2:11][CH:10]([OH:16])[CH2:9]1)=[O:7])([CH3:4])[CH3:3].CN1CCOCC1.CN(C(ON1N=NC2C=CC=NC1=2)=[N+](C)C)C.F[P-](F)(F)(F)(F)F.Cl.[NH2:49][C@:50]1([C:55]([O:57][CH2:58][CH3:59])=[O:56])[CH2:52][C@H:51]1[CH:53]=[CH2:54]. The catalyst is C(Cl)Cl.[Au]. The product is [C:2]([O:5][C:6]([N:8]1[CH2:9][C@H:10]([OH:16])[CH2:11][C@H:12]1[C:13]([NH:49][C@:50]1([C:55]([O:57][CH2:58][CH3:59])=[O:56])[CH2:52][C@H:51]1[CH:53]=[CH2:54])=[O:15])=[O:7])([CH3:1])([CH3:3])[CH3:4]. The yield is 0.940. (2) The reactants are [C:1]([C:3]1[CH:8]=[CH:7][C:6]([N:9]2[C:13]([C:14]3[CH:15]=[C:16]([C:32]([O:34]CC)=[O:33])[C:17](=[O:31])[N:18]([C:21]4[CH:26]=[CH:25][CH:24]=[C:23]([C:27]([F:30])([F:29])[F:28])[CH:22]=4)[C:19]=3[CH3:20])=[CH:12][CH:11]=[N:10]2)=[CH:5][CH:4]=1)#[N:2].[Li+].[OH-]. The catalyst is C1COCC1. The product is [C:1]([C:3]1[CH:4]=[CH:5][C:6]([N:9]2[C:13]([C:14]3[CH:15]=[C:16]([C:32]([OH:34])=[O:33])[C:17](=[O:31])[N:18]([C:21]4[CH:26]=[CH:25][CH:24]=[C:23]([C:27]([F:30])([F:28])[F:29])[CH:22]=4)[C:19]=3[CH3:20])=[CH:12][CH:11]=[N:10]2)=[CH:7][CH:8]=1)#[N:2]. The yield is 0.500. (3) The reactants are [O:1]1[CH:5]=[CH:4][CH:3]=[C:2]1[C:6]1[N:11]=[C:10]2[NH:12][N:13]=[CH:14][C:9]2=[CH:8][C:7]=1[C:15]1[CH:20]=[CH:19][N:18]=[C:17](S(C)(=O)=O)[N:16]=1.C(N(CC)CC)C.[CH:32]([NH2:35])([CH3:34])[CH3:33]. The catalyst is C(#N)C. The product is [O:1]1[CH:5]=[CH:4][CH:3]=[C:2]1[C:6]1[N:11]=[C:10]2[NH:12][N:13]=[CH:14][C:9]2=[CH:8][C:7]=1[C:15]1[CH:20]=[CH:19][N:18]=[C:17]([NH:35][CH:32]([CH3:34])[CH3:33])[N:16]=1. The yield is 0.150. (4) The reactants are [CH3:1][C:2]([S@:5](/[N:7]=[CH:8]/[C:9]12[CH2:16][CH2:15][CH:12]([CH2:13][CH2:14]1)[C:11](=[O:17])[N:10]2[CH3:18])=[O:6])([CH3:4])[CH3:3].C[Al](C)C.[C:23]1([Li])[CH:28]=[CH:27][CH:26]=[CH:25][CH:24]=1. The catalyst is C1COCC1. The product is [CH3:4][C:2]([S@:5]([NH:7][C@@H:8]([C:9]12[CH2:14][CH2:13][CH:12]([CH2:15][CH2:16]1)[C:11](=[O:17])[N:10]2[CH3:18])[C:23]1[CH:28]=[CH:27][CH:26]=[CH:25][CH:24]=1)=[O:6])([CH3:1])[CH3:3]. The yield is 1.09.